From a dataset of Ames mutagenicity test results for genotoxicity prediction. Regression/Classification. Given a drug SMILES string, predict its toxicity properties. Task type varies by dataset: regression for continuous values (e.g., LD50, hERG inhibition percentage) or binary classification for toxic/non-toxic outcomes (e.g., AMES mutagenicity, cardiotoxicity, hepatotoxicity). Dataset: ames. The compound is CC(C)N(C(=O)SC/C(Cl)=C/Cl)C(C)C. The result is 1 (mutagenic).